This data is from Forward reaction prediction with 1.9M reactions from USPTO patents (1976-2016). The task is: Predict the product of the given reaction. (1) The product is: [CH3:22][C:21]1[C:16]([N:13]2[CH2:14][CH2:15][N:10]([C:8]([C:5]3[CH:6]=[CH:7][C:2]([N:33]4[CH:34]([CH3:36])[CH2:35][N:31]([CH2:30][C:29]5[CH:38]=[CH:39][C:26]([O:25][CH3:24])=[CH:27][CH:28]=5)[C:32]4=[O:37])=[CH:3][CH:4]=3)=[O:9])[CH2:11][CH2:12]2)=[N:17][CH:18]=[C:19]([CH3:23])[CH:20]=1. Given the reactants Br[C:2]1[CH:7]=[CH:6][C:5]([C:8]([N:10]2[CH2:15][CH2:14][N:13]([C:16]3[C:21]([CH3:22])=[CH:20][C:19]([CH3:23])=[CH:18][N:17]=3)[CH2:12][CH2:11]2)=[O:9])=[CH:4][CH:3]=1.[CH3:24][O:25][C:26]1[CH:39]=[CH:38][C:29]([CH2:30][N:31]2[CH2:35][CH:34]([CH3:36])[NH:33][C:32]2=[O:37])=[CH:28][CH:27]=1, predict the reaction product. (2) Given the reactants O[CH2:2][C:3]1[CH:8]=[CH:7][C:6]([C:9]2[S:13][C:12]([CH:14]=[O:15])=[CH:11][CH:10]=2)=[CH:5][CH:4]=1.C(N(CC)CC)C.CS([Cl:27])(=O)=O.[Cl-].[Li+], predict the reaction product. The product is: [Cl:27][CH2:2][C:3]1[CH:8]=[CH:7][C:6]([C:9]2[S:13][C:12]([CH:14]=[O:15])=[CH:11][CH:10]=2)=[CH:5][CH:4]=1. (3) Given the reactants Cl[C:2]1[CH:9]=[CH:8][C:5]([C:6]#N)=[C:4]([N:10]2[CH2:14][CH2:13][CH:12](O)C2)[CH:3]=1.Cl[C:17](Cl)(OC(=O)OC(Cl)(Cl)Cl)Cl.[N-:28]=[C:29]=[O:30].[NH2:31][C:32]1[C:37]2[O:38][CH2:39][C:40](=[O:42])[NH:41][C:36]=2[CH:35]=[CH:34][CH:33]=1.CCO[C:46]([CH3:48])=O, predict the reaction product. The product is: [CH3:17][C:2]1[CH:9]=[CH:8][C:5]([CH2:6][NH:28][C:29]([NH:31][C:32]2[C:37]3[O:38][CH2:39][C:40](=[O:42])[NH:41][C:36]=3[CH:35]=[CH:34][CH:33]=2)=[O:30])=[C:4]([N:10]2[CH2:48][CH2:46][CH2:12][CH2:13][CH2:14]2)[CH:3]=1. (4) Given the reactants [CH2:1]([O:8][C@H:9]1[C@H:14]([O:15][CH2:16][C:17]2[CH:22]=[CH:21][CH:20]=[CH:19][CH:18]=2)[C@@H:13]([O:23][CH2:24][C:25]2[CH:30]=[CH:29][CH:28]=[CH:27][CH:26]=2)[C@H:12]([C:31]2[CH:36]=[CH:35][C:34]([Cl:37])=[C:33]([CH2:38][C:39]3[CH:44]=[CH:43][C:42]([O:45][CH2:46][CH3:47])=[CH:41][CH:40]=3)[CH:32]=2)[O:11][C:10]1([CH2:50][OH:51])[CH2:48][OH:49])[C:2]1[CH:7]=[CH:6][CH:5]=[CH:4][CH:3]=1.[C:52]1([CH3:62])[CH:57]=[CH:56][C:55]([S:58](Cl)(=[O:60])=[O:59])=[CH:54][CH:53]=1, predict the reaction product. The product is: [CH2:1]([O:8][C@H:9]1[C@H:14]([O:15][CH2:16][C:17]2[CH:18]=[CH:19][CH:20]=[CH:21][CH:22]=2)[C@@H:13]([O:23][CH2:24][C:25]2[CH:30]=[CH:29][CH:28]=[CH:27][CH:26]=2)[C@H:12]([C:31]2[CH:36]=[CH:35][C:34]([Cl:37])=[C:33]([CH2:38][C:39]3[CH:44]=[CH:43][C:42]([O:45][CH2:46][CH3:47])=[CH:41][CH:40]=3)[CH:32]=2)[O:11][C:10]1([CH2:48][O:49][S:58]([C:55]1[CH:56]=[CH:57][C:52]([CH3:62])=[CH:53][CH:54]=1)(=[O:60])=[O:59])[CH2:50][OH:51])[C:2]1[CH:7]=[CH:6][CH:5]=[CH:4][CH:3]=1. (5) Given the reactants Cl[C:2]1[N:7]=[C:6]([N:8]2[CH2:14][CH2:13][CH2:12][N:11]([CH3:15])[CH2:10][CH2:9]2)[CH:5]=[N:4][CH:3]=1.[CH:16]([C:18]1[CH:19]=[C:20](B(O)O)[CH:21]=[CH:22][CH:23]=1)=[O:17].C(=O)([O-])[O-].[Cs+].[Cs+], predict the reaction product. The product is: [CH3:15][N:11]1[CH2:12][CH2:13][CH2:14][N:8]([C:6]2[N:7]=[C:2]([C:22]3[CH:23]=[C:18]([CH:19]=[CH:20][CH:21]=3)[CH:16]=[O:17])[CH:3]=[N:4][CH:5]=2)[CH2:9][CH2:10]1. (6) Given the reactants [CH3:1][C:2]1[CH:3]=[CH:4][C:5]([N:8]2[C:16]3[C:11](=[CH:12][C:13]([NH2:17])=[CH:14][CH:15]=3)[CH2:10][NH:9]2)=[N:6][CH:7]=1.Cl[C:19]1[C:24]([NH:25][C:26](=O)[O:27]C(C)(C)C)=[CH:23][CH:22]=[CH:21][N:20]=1.CC1(C)C2C(=C(P(C3C=CC=CC=3)C3C=CC=CC=3)C=CC=2)OC2C(P(C3C=CC=CC=3)C3C=CC=CC=3)=CC=CC1=2.CC(C)([O-])C.[Na+], predict the reaction product. The product is: [CH3:1][C:2]1[CH:3]=[CH:4][C:5]([N:8]2[CH:16]=[C:11]3[C:10]([CH:15]=[CH:14][C:13]([N:17]4[C:19]5=[N:20][CH:21]=[CH:22][CH:23]=[C:24]5[NH:25][C:26]4=[O:27])=[CH:12]3)=[N:9]2)=[N:6][CH:7]=1. (7) Given the reactants [O:1]=[C:2]1[C:10]2([CH2:14][O:13][C:12]3[CH:15]=[C:16]4[C:20](=[CH:21][C:11]2=3)[CH2:19][CH2:18][O:17]4)[C:9]2[C:4](=[CH:5][CH:6]=[CH:7][CH:8]=2)[N:3]1[CH2:22][C:23]1[O:27][C:26]([C:28]([OH:30])=O)=[CH:25][CH:24]=1.S(Cl)(Cl)=O.Cl.[CH3:36][NH:37][CH3:38].C(N(CC)CC)C, predict the reaction product. The product is: [CH3:36][N:37]([CH3:38])[C:28]([C:26]1[O:27][C:23]([CH2:22][N:3]2[C:4]3[C:9](=[CH:8][CH:7]=[CH:6][CH:5]=3)[C:10]3([CH2:14][O:13][C:12]4[CH:15]=[C:16]5[C:20](=[CH:21][C:11]3=4)[CH2:19][CH2:18][O:17]5)[C:2]2=[O:1])=[CH:24][CH:25]=1)=[O:30]. (8) Given the reactants [C:1]([C:4]1[N:5]=[C:6]([CH2:9][N:10]2[CH:14]=[C:13]([C:15]([O:17][CH2:18][CH3:19])=[O:16])[CH:12]=[N:11]2)[S:7][CH:8]=1)(=O)[NH2:2].COC1C=CC(P2(=S)SP(=S)(C3C=CC(OC)=CC=3)[S:29]2)=CC=1.C(=O)([O-])O.[Na+], predict the reaction product. The product is: [C:1]([C:4]1[N:5]=[C:6]([CH2:9][N:10]2[CH:14]=[C:13]([C:15]([O:17][CH2:18][CH3:19])=[O:16])[CH:12]=[N:11]2)[S:7][CH:8]=1)(=[S:29])[NH2:2].